From a dataset of Full USPTO retrosynthesis dataset with 1.9M reactions from patents (1976-2016). Predict the reactants needed to synthesize the given product. (1) Given the product [NH2:10][C:5]1[CH:6]=[CH:7][CH:8]=[C:9]2[C:4]=1[CH:3]=[N:2][N:1]2[C:12]1[CH:13]=[C:14]([CH:19]=[CH:20][CH:21]=1)[C:15]([O:17][CH3:18])=[O:16], predict the reactants needed to synthesize it. The reactants are: [NH:1]1[C:9]2[CH:8]=[CH:7][CH:6]=[C:5]([NH2:10])[C:4]=2[CH:3]=[N:2]1.I[C:12]1[CH:13]=[C:14]([CH:19]=[CH:20][CH:21]=1)[C:15]([O:17][CH3:18])=[O:16].CN[C@@H]1CCCC[C@H]1NC.C(=O)([O-])[O-].[K+].[K+]. (2) Given the product [Br:9][C:10]1[CH:11]=[CH:12][C:13]([CH:16]2[CH2:20][CH2:19][N:18]([S:22]([CH3:21])(=[O:24])=[O:23])[CH2:17]2)=[CH:14][CH:15]=1, predict the reactants needed to synthesize it. The reactants are: C(N(CC)CC)C.Cl.[Br:9][C:10]1[CH:15]=[CH:14][C:13]([CH:16]2[CH2:20][CH2:19][NH:18][CH2:17]2)=[CH:12][CH:11]=1.[CH3:21][S:22](Cl)(=[O:24])=[O:23]. (3) Given the product [C:1]12([CH2:11][C:12]([NH:14][C:15]3[CH:24]=[CH:23][CH:22]=[C:21]4[C:16]=3[CH:17]=[CH:18][N:26]([CH:27]([CH3:30])[CH2:28][OH:29])[C:20]4=[O:19])=[O:13])[CH2:10][CH:5]3[CH2:6][CH:7]([CH2:9][CH:3]([CH2:4]3)[CH2:2]1)[CH2:8]2, predict the reactants needed to synthesize it. The reactants are: [C:1]12([CH2:11][C:12]([NH:14][C:15]3[CH:24]=[CH:23][CH:22]=[C:21]4[C:16]=3[CH:17]=[CH:18][O:19][C:20]4=O)=[O:13])[CH2:10][CH:5]3[CH2:6][CH:7]([CH2:9][CH:3]([CH2:4]3)[CH2:2]1)[CH2:8]2.[NH2:26][CH:27]([CH3:30])[CH2:28][OH:29]. (4) The reactants are: [NH2:1][C@@H:2]1[C:8](=[O:9])[N:7]([CH2:10][CH:11]2[CH2:13][CH2:12]2)[C:6]2[CH:14]=[CH:15][CH:16]=[CH:17][C:5]=2[O:4][C@@H:3]1[C:18]1[CH:23]=[CH:22][CH:21]=[CH:20][CH:19]=1.[F:24][C:25]1[CH:26]=[C:27]([CH2:32][C:33]([NH:35][C@H:36]([C:38](O)=[O:39])[CH3:37])=[O:34])[CH:28]=[C:29]([F:31])[CH:30]=1.C1C=CC2N(O)N=NC=2C=1.CN1CCOCC1.CCN=C=NCCCN(C)C.Cl. Given the product [CH:11]1([CH2:10][N:7]2[C:6]3[CH:14]=[CH:15][CH:16]=[CH:17][C:5]=3[O:4][C@H:3]([C:18]3[CH:23]=[CH:22][CH:21]=[CH:20][CH:19]=3)[C@H:2]([NH:1][C:38](=[O:39])[C@H:36]([CH3:37])[NH:35][C:33](=[O:34])[CH2:32][C:27]3[CH:28]=[C:29]([F:31])[CH:30]=[C:25]([F:24])[CH:26]=3)[C:8]2=[O:9])[CH2:13][CH2:12]1, predict the reactants needed to synthesize it.